Dataset: Peptide-MHC class II binding affinity with 134,281 pairs from IEDB. Task: Regression. Given a peptide amino acid sequence and an MHC pseudo amino acid sequence, predict their binding affinity value. This is MHC class II binding data. (1) The peptide sequence is GAMAKKGDEQKLRSA. The MHC is DRB4_0101 with pseudo-sequence DRB4_0103. The binding affinity (normalized) is 0.0169. (2) The peptide sequence is RMFSSTLRAAVPWYA. The MHC is DRB1_0802 with pseudo-sequence DRB1_0802. The binding affinity (normalized) is 0.787. (3) The peptide sequence is EMHRESLLKSLEVFS. The MHC is DRB1_0101 with pseudo-sequence DRB1_0101. The binding affinity (normalized) is 0.623. (4) The peptide sequence is GFPVRPQVPLRPMTYKGAFDL. The MHC is HLA-DPA10201-DPB10501 with pseudo-sequence HLA-DPA10201-DPB10501. The binding affinity (normalized) is 0.304.